Dataset: Full USPTO retrosynthesis dataset with 1.9M reactions from patents (1976-2016). Task: Predict the reactants needed to synthesize the given product. Given the product [F:16][CH:15]([F:17])[C:12]1[CH:13]=[CH:14][C:9]([C:7]2[O:8][C:4]3[CH:3]=[C:2]([B:23]4[O:24][C:25]([CH3:27])([CH3:26])[C:21]([CH3:37])([CH3:20])[O:22]4)[CH:19]=[CH:18][C:5]=3[N:6]=2)=[CH:10][CH:11]=1, predict the reactants needed to synthesize it. The reactants are: Br[C:2]1[CH:19]=[CH:18][C:5]2[N:6]=[C:7]([C:9]3[CH:14]=[CH:13][C:12]([CH:15]([F:17])[F:16])=[CH:11][CH:10]=3)[O:8][C:4]=2[CH:3]=1.[CH3:20][C:21]1([CH3:37])[C:25]([CH3:27])([CH3:26])[O:24][B:23]([B:23]2[O:24][C:25]([CH3:27])([CH3:26])[C:21]([CH3:37])([CH3:20])[O:22]2)[O:22]1.C([O-])(=O)C.[K+].C(Cl)Cl.